Dataset: Reaction yield outcomes from USPTO patents with 853,638 reactions. Task: Predict the reaction yield, written as a fraction of the theoretical maximum amount of product (1.0 means a 100% yield; for example, 0.34 means a 34% yield). The yield is 0.770. The reactants are [Cl:1][C:2]1[CH:7]=[CH:6][CH:5]=[C:4]([Cl:8])[C:3]=1[CH2:9][CH:10]=[N:11][OH:12].[Cl:13]N1C(=O)CCC1=O.O. The product is [Cl:1][C:2]1[CH:7]=[CH:6][CH:5]=[C:4]([Cl:8])[C:3]=1[CH2:9][C:10]([Cl:13])=[N:11][OH:12]. The catalyst is CN(C)C=O.